From a dataset of Forward reaction prediction with 1.9M reactions from USPTO patents (1976-2016). Predict the product of the given reaction. Given the reactants [Cl:1][C:2]1[CH:7]=[CH:6][N:5]=[C:4]([CH2:8]O)[N:3]=1.CCN(S(F)(F)[F:16])CC.C([O-])(O)=O.[Na+], predict the reaction product. The product is: [Cl:1][C:2]1[CH:7]=[CH:6][N:5]=[C:4]([CH2:8][F:16])[N:3]=1.